From a dataset of Full USPTO retrosynthesis dataset with 1.9M reactions from patents (1976-2016). Predict the reactants needed to synthesize the given product. (1) Given the product [CH:33]([NH:32][C:7]([C:6]1[N:2]([CH3:1])[N:3]=[C:4]([NH:10][CH2:11][C:12]2[C:13]([C:18]3[CH:23]=[CH:22][CH:21]=[CH:20][N:19]=3)=[N:14][O:15][C:16]=2[CH3:17])[CH:5]=1)=[O:9])([CH3:38])[CH3:34], predict the reactants needed to synthesize it. The reactants are: [CH3:1][N:2]1[C:6]([C:7]([OH:9])=O)=[CH:5][C:4]([NH:10][CH2:11][C:12]2[C:13]([C:18]3[CH:23]=[CH:22][CH:21]=[CH:20][N:19]=3)=[N:14][O:15][C:16]=2[CH3:17])=[N:3]1.CN(C(O[N:32]1N=N[C:34]2C=CC=[CH:38][C:33]1=2)=[N+](C)C)C.[B-](F)(F)(F)F.C(N(CC)C(C)C)(C)C.C(N)(C)C. (2) Given the product [ClH:29].[Br:1][C:2]1[CH:7]=[C:6]([CH3:8])[C:5]([N:9]2[C:13]3[N:14]=[C:15]([CH3:26])[N:16]=[C:17]([N:18]4[CH2:23][CH2:22][CH:21]([CH2:24][OH:25])[CH2:20][CH2:19]4)[C:12]=3[C:11]([CH3:27])=[CH:10]2)=[C:4]([CH3:28])[CH:3]=1, predict the reactants needed to synthesize it. The reactants are: [Br:1][C:2]1[CH:7]=[C:6]([CH3:8])[C:5]([N:9]2[C:13]3[N:14]=[C:15]([CH3:26])[N:16]=[C:17]([N:18]4[CH2:23][CH2:22][CH:21]([CH2:24][OH:25])[CH2:20][CH2:19]4)[C:12]=3[C:11]([CH3:27])=[CH:10]2)=[C:4]([CH3:28])[CH:3]=1.[ClH:29]. (3) The reactants are: [Na].[O:2]=[C:3]1[CH:10]2[CH2:11][C:6]3([O:13][C:14]([C:16]([F:22])([F:21])[S:17]([OH:20])(=[O:19])=[O:18])=[O:15])[CH2:7][CH:8]([CH2:12][CH:4]1[CH2:5]3)[CH2:9]2.[Cl-].[C:24]1([S+:30]([C:37]2[CH:42]=[CH:41][CH:40]=[CH:39][CH:38]=2)[C:31]2[CH:36]=[CH:35][CH:34]=[CH:33][CH:32]=2)[CH:29]=[CH:28][CH:27]=[CH:26][CH:25]=1. Given the product [O:2]=[C:3]1[CH:10]2[CH2:11][C:6]3([O:13][C:14]([C:16]([F:22])([F:21])[S:17]([O-:20])(=[O:18])=[O:19])=[O:15])[CH2:7][CH:8]([CH2:12][CH:4]1[CH2:5]3)[CH2:9]2.[C:37]1([S+:30]([C:24]2[CH:25]=[CH:26][CH:27]=[CH:28][CH:29]=2)[C:31]2[CH:36]=[CH:35][CH:34]=[CH:33][CH:32]=2)[CH:38]=[CH:39][CH:40]=[CH:41][CH:42]=1, predict the reactants needed to synthesize it.